Dataset: Forward reaction prediction with 1.9M reactions from USPTO patents (1976-2016). Task: Predict the product of the given reaction. (1) The product is: [C:36]([O:35][C:33](=[O:34])[NH:32][CH:13]([C:10]1[CH:11]=[CH:12][C:7]([NH:46][CH2:45][CH2:44][O:43][CH3:42])=[CH:8][CH:9]=1)[C:14]([N:16]1[CH2:20][CH2:19][C@H:18]([O:21][CH2:22][CH2:23][O:24][CH2:25][CH2:26][O:27][CH2:28][CH2:29][O:30][CH3:31])[CH2:17]1)=[O:15])([CH3:38])([CH3:37])[CH3:39]. Given the reactants FC(F)(F)S(O[C:7]1[CH:12]=[CH:11][C:10]([CH:13]([NH:32][C:33]([O:35][C:36]([CH3:39])([CH3:38])[CH3:37])=[O:34])[C:14]([N:16]2[CH2:20][CH2:19][C@H:18]([O:21][CH2:22][CH2:23][O:24][CH2:25][CH2:26][O:27][CH2:28][CH2:29][O:30][CH3:31])[CH2:17]2)=[O:15])=[CH:9][CH:8]=1)(=O)=O.[CH3:42][O:43][CH2:44][CH2:45][NH2:46].C(=O)([O-])[O-].[Cs+].[Cs+].C(P(C(C)(C)C)C1C(OC)=CC=C(OC)C=1C1C(C(C)C)=CC(C(C)C)=CC=1C(C)C)(C)(C)C, predict the reaction product. (2) Given the reactants [Cl:1][C:2]1[C:3]([N:19]2[CH2:24][CH2:23][CH2:22][C@@H:21]([NH:25]C(=O)OC(C)(C)C)[CH2:20]2)=[C:4]2[C:10]([NH:11][C:12]([N:14]3[CH2:18][CH2:17][CH2:16][CH2:15]3)=[O:13])=[CH:9][NH:8][C:5]2=[N:6][CH:7]=1, predict the reaction product. The product is: [ClH:1].[NH2:25][C@@H:21]1[CH2:22][CH2:23][CH2:24][N:19]([C:3]2[C:2]([Cl:1])=[CH:7][N:6]=[C:5]3[NH:8][CH:9]=[C:10]([NH:11][C:12]([N:14]4[CH2:18][CH2:17][CH2:16][CH2:15]4)=[O:13])[C:4]=23)[CH2:20]1. (3) Given the reactants [C:1]([O:5][C:6]([CH2:8][N:9]1[CH2:13][CH2:12][CH:11]([C:14]([OH:16])=O)[CH2:10]1)=[O:7])([CH3:4])([CH3:3])[CH3:2].[Li].C1C=CC2N(O)N=NC=2C=1.CCN=C=NCCCN(C)C.Cl.[NH2:40][C:41]1[CH:46]=[CH:45][C:44]([OH:47])=[C:43]([Cl:48])[CH:42]=1, predict the reaction product. The product is: [C:1]([O:5][C:6](=[O:7])[CH2:8][N:9]1[CH2:13][CH2:12][CH:11]([C:14](=[O:16])[NH:40][C:41]2[CH:46]=[CH:45][C:44]([OH:47])=[C:43]([Cl:48])[CH:42]=2)[CH2:10]1)([CH3:2])([CH3:3])[CH3:4].